Dataset: Reaction yield outcomes from USPTO patents with 853,638 reactions. Task: Predict the reaction yield, written as a fraction of the theoretical maximum amount of product (1.0 means a 100% yield; for example, 0.34 means a 34% yield). The reactants are S(=O)(=O)(O)O.[CH:6]1[N:10]=[CH:9][NH:8][C:7]=1/[CH:11]=[CH:12]/[C:13]([OH:15])=[O:14].[C:16](=O)([O-])O.[Na+]. The catalyst is CO. The product is [CH3:16][O:14][C:13](=[O:15])/[CH:12]=[CH:11]/[C:7]1[N:8]=[CH:9][NH:10][CH:6]=1. The yield is 0.533.